From a dataset of Full USPTO retrosynthesis dataset with 1.9M reactions from patents (1976-2016). Predict the reactants needed to synthesize the given product. (1) Given the product [C:1]([O:5][C:6](=[O:23])[NH:7][C:8]1[CH:13]=[CH:12][C:11]([C:14](=[O:21])[C:15]2[CH:20]=[CH:19][CH:18]=[CH:17][CH:16]=2)=[CH:10][C:9]=1[NH:22][C:29](=[O:30])[CH2:28][C:27](=[O:26])[C:32]1[S:33][CH:34]=[CH:35][CH:36]=1)([CH3:4])([CH3:2])[CH3:3], predict the reactants needed to synthesize it. The reactants are: [C:1]([O:5][C:6](=[O:23])[NH:7][C:8]1[CH:13]=[CH:12][C:11]([C:14](=[O:21])[C:15]2[CH:20]=[CH:19][CH:18]=[CH:17][CH:16]=2)=[CH:10][C:9]=1[NH2:22])([CH3:4])([CH3:3])[CH3:2].CC1(C)[O:30][C:29](=O)[CH:28]=[C:27]([C:32]2[S:33][CH:34]=[CH:35][CH:36]=2)[O:26]1. (2) Given the product [N+:13]([C:3]1[CH:4]=[C:5]([CH:11]=[CH:12][C:2]=1[N:16]1[CH2:20][CH2:19][CH2:18][CH2:17]1)[C:6]([OH:8])=[O:7])([O-:15])=[O:14], predict the reactants needed to synthesize it. The reactants are: F[C:2]1[CH:12]=[CH:11][C:5]([C:6]([O:8]CC)=[O:7])=[CH:4][C:3]=1[N+:13]([O-:15])=[O:14].[NH:16]1[CH2:20][CH2:19][CH2:18][CH2:17]1.[OH-].[Li+].O. (3) Given the product [F:38][C:2]1([F:1])[CH2:10][C@:9]2([C:11]3[CH:12]=[CH:13][NH:40][N:39]=3)[C@@H:5]([C@@H:6]([CH3:20])[O:7][C:8]2=[O:19])[C@@H:4](/[CH:21]=[CH:22]/[C:23]2[N:28]=[CH:27][C:26]([C:29]3[C:30]([C:35]#[N:36])=[N:31][CH:32]=[CH:33][CH:34]=3)=[CH:25][CH:24]=2)[C@@H:3]1[CH3:37], predict the reactants needed to synthesize it. The reactants are: [F:1][C:2]1([F:38])[CH2:10][C@:9]2([C:11](=O)[C:12]#[C:13][Si](C)(C)C)[C@@H:5]([C@@H:6]([CH3:20])[O:7][C:8]2=[O:19])[C@@H:4](/[CH:21]=[CH:22]/[C:23]2[N:28]=[CH:27][C:26]([C:29]3[C:30]([C:35]#[N:36])=[N:31][CH:32]=[CH:33][CH:34]=3)=[CH:25][CH:24]=2)[C@@H:3]1[CH3:37].[NH2:39][NH2:40]. (4) Given the product [CH3:17][NH:16][C:14]([N:11]1[CH2:10][CH2:9][N:8]([C:5]2[N:4]=[C:3]([C:18]3[N:22]([CH3:23])[C:21]4[CH:24]=[CH:25][CH:26]=[CH:27][C:20]=4[N:19]=3)[CH:2]=[CH:7][N:6]=2)[CH2:13][CH2:12]1)=[O:15], predict the reactants needed to synthesize it. The reactants are: Cl[C:2]1[C:3]([C:18]2[N:22]([CH3:23])[C:21]3[CH:24]=[CH:25][CH:26]=[CH:27][C:20]=3[N:19]=2)=[N:4][C:5]([N:8]2[CH2:13][CH2:12][N:11]([C:14]([NH:16][CH3:17])=[O:15])[CH2:10][CH2:9]2)=[N:6][CH:7]=1.[OH-].[Na+].CCOC(C)=O.